This data is from Reaction yield outcomes from USPTO patents with 853,638 reactions. The task is: Predict the reaction yield, written as a fraction of the theoretical maximum amount of product (1.0 means a 100% yield; for example, 0.34 means a 34% yield). (1) The reactants are C([O:8][C:9]([C:11]1([C:19]([O:21]CC2C=CC=CC=2)=[O:20])[CH2:16][CH2:15][P:14]([CH3:18])(=[O:17])[CH2:13][CH2:12]1)=[O:10])C1C=CC=CC=1.[H][H]. The catalyst is C(O)C.[Pd]. The product is [CH3:18][P:14]1(=[O:17])[CH2:13][CH2:12][C:11]([C:9]([OH:10])=[O:8])([C:19]([OH:21])=[O:20])[CH2:16][CH2:15]1. The yield is 0.960. (2) The reactants are [NH2:1][C:2]1[N:23]=[C:22]([CH:24]=[CH2:25])[CH:21]=[CH:20][C:3]=1[C:4]([NH:6][CH2:7][C:8]1[S:9][C:10]([O:13][C:14]2[CH:19]=[CH:18][CH:17]=[CH:16][CH:15]=2)=[CH:11][CH:12]=1)=[O:5].C.[I].[I].[CH2:29]([Zn]CC)C.N. The catalyst is C(#N)C.O.FC(F)(F)C(O)=O.C(OCC)(=O)C.O.C1(C)C=CC=CC=1. The product is [NH2:1][C:2]1[N:23]=[C:22]([CH:24]2[CH2:29][CH2:25]2)[CH:21]=[CH:20][C:3]=1[C:4]([NH:6][CH2:7][C:8]1[S:9][C:10]([O:13][C:14]2[CH:19]=[CH:18][CH:17]=[CH:16][CH:15]=2)=[CH:11][CH:12]=1)=[O:5]. The yield is 0.0490. (3) The reactants are [OH-].[Li+].[Br:3][C:4]1[CH:5]=[C:6]([C:10]([NH:12][CH:13]2[CH2:18][CH2:17][N:16]([C:19]3[N:24]=[C:23]([Cl:25])[N:22]=[C:21]([C:26]([O:28]C)=[O:27])[CH:20]=3)[CH2:15][CH2:14]2)=[O:11])[NH:7][C:8]=1[CH3:9]. The catalyst is CO. The product is [Br:3][C:4]1[CH:5]=[C:6]([C:10]([NH:12][CH:13]2[CH2:18][CH2:17][N:16]([C:19]3[N:24]=[C:23]([Cl:25])[N:22]=[C:21]([C:26]([OH:28])=[O:27])[CH:20]=3)[CH2:15][CH2:14]2)=[O:11])[NH:7][C:8]=1[CH3:9]. The yield is 0.860. (4) The reactants are Cl[C:2]1[C:7]([O:8][CH3:9])=[CH:6][C:5]([N+:10]([O-:12])=[O:11])=[CH:4][N:3]=1.[OH-].[NH4+:14].C(O)C. The catalyst is C(OCC)(=O)C. The product is [NH2:14][C:2]1[C:7]([O:8][CH3:9])=[CH:6][C:5]([N+:10]([O-:12])=[O:11])=[CH:4][N:3]=1. The yield is 0.690. (5) The reactants are C(O)C.[CH3:4][C:5]([C:11]1[S:15][C:14]([CH:16]=[O:17])=[CH:13][CH:12]=1)([CH3:10])[CH2:6][CH2:7][CH2:8][CH3:9].[BH4-].[K+].Cl. The catalyst is O. The product is [CH3:10][C:5]([C:11]1[S:15][C:14]([CH2:16][OH:17])=[CH:13][CH:12]=1)([CH3:4])[CH2:6][CH2:7][CH2:8][CH3:9]. The yield is 0.990. (6) The reactants are [CH3:1][O:2][C:3]1[N:8]=[CH:7][C:6]([NH:9][C:10]2[C:17]([C:18]3[N:26]=[C:25]([CH3:27])[N:24]=[C:23]4[C:19]=3[N:20]=[CH:21][N:22]4[CH:28]3[CH2:33][CH2:32][CH2:31][CH2:30][O:29]3)=[CH:16][C:13]([CH:14]=[O:15])=[CH:12][N:11]=2)=[CH:5][CH:4]=1.[C:34]([Mg]Cl)([CH3:37])([CH3:36])[CH3:35].Cl. The catalyst is C1COCC1.CO. The product is [CH3:1][O:2][C:3]1[N:8]=[CH:7][C:6]([NH:9][C:10]2[N:11]=[CH:12][C:13]([CH:14]([OH:15])[C:34]([CH3:37])([CH3:36])[CH3:35])=[CH:16][C:17]=2[C:18]2[N:26]=[C:25]([CH3:27])[N:24]=[C:23]3[C:19]=2[N:20]=[CH:21][N:22]3[CH:28]2[CH2:33][CH2:32][CH2:31][CH2:30][O:29]2)=[CH:5][CH:4]=1. The yield is 0.520. (7) The reactants are [OH-].[Na+].[Cl:3][C:4]1[CH:9]=[CH:8][CH:7]=[C:6]([Cl:10])[C:5]=1[C:11]1[C:15]([CH2:16][O:17][C:18]2[CH:23]=[CH:22][C:21]([C:24]3[CH:25]=[C:26]4[C:31](=[CH:32][CH:33]=3)[N:30]=[C:29]([C:34]([O:36]CC)=[O:35])[N:28]=[C:27]4[CH3:39])=[CH:20][CH:19]=2)=[C:14]([CH:40]([CH3:42])[CH3:41])[O:13][N:12]=1.Cl.O. The catalyst is O1CCCC1.CO. The product is [Cl:3][C:4]1[CH:9]=[CH:8][CH:7]=[C:6]([Cl:10])[C:5]=1[C:11]1[C:15]([CH2:16][O:17][C:18]2[CH:19]=[CH:20][C:21]([C:24]3[CH:25]=[C:26]4[C:31](=[CH:32][CH:33]=3)[N:30]=[C:29]([C:34]([OH:36])=[O:35])[N:28]=[C:27]4[CH3:39])=[CH:22][CH:23]=2)=[C:14]([CH:40]([CH3:42])[CH3:41])[O:13][N:12]=1. The yield is 0.990.